Predict the reaction yield, written as a fraction of the theoretical maximum amount of product (1.0 means a 100% yield; for example, 0.34 means a 34% yield). From a dataset of Reaction yield outcomes from USPTO patents with 853,638 reactions. (1) The reactants are [Br:1][C:2]1[CH:3]=[C:4]([C:8]([C:16]2[CH:21]=[C:20]([Cl:22])[CH:19]=[C:18]([F:23])[C:17]=2[C:24]#[N:25])=[N:9]S(C(C)(C)C)=O)[CH:5]=[CH:6][CH:7]=1.Br[C:27]1[CH:32]=[CH:31][N:30]=[C:29]([CH3:33])[CH:28]=1. No catalyst specified. The product is [Br:1][C:2]1[CH:3]=[C:4]([C:8]2([C:27]3[CH:32]=[CH:31][N:30]=[C:29]([CH3:33])[CH:28]=3)[C:16]3[C:17](=[C:18]([F:23])[CH:19]=[C:20]([Cl:22])[CH:21]=3)[C:24]([NH2:25])=[N:9]2)[CH:5]=[CH:6][CH:7]=1. The yield is 0.830. (2) The yield is 0.300. The catalyst is CO. The reactants are O[CH:2]([C:6]1[CH:11]=[CH:10][C:9]([CH:12]([CH3:14])[CH3:13])=[CH:8][CH:7]=1)[C:3]([OH:5])=[O:4].[Br:15][C:16]1[CH:21]=[CH:20][C:19](O)=[CH:18][CH:17]=1. The product is [Br:15][C:16]1[CH:17]=[CH:18][C:19]2[O:5][C:3](=[O:4])[CH:2]([C:6]3[CH:11]=[CH:10][C:9]([CH:12]([CH3:14])[CH3:13])=[CH:8][CH:7]=3)[C:20]=2[CH:21]=1. (3) The reactants are [NH:1]1[CH2:5][CH2:4][CH2:3][CH:2]1[C:6]([OH:8])=[O:7].[CH3:9]O. The catalyst is O=S(Cl)Cl. The product is [CH3:9][O:7][C:6]([CH:2]1[CH2:3][CH2:4][CH2:5][NH:1]1)=[O:8]. The yield is 0.500. (4) The product is [F:30][C:24]1[CH:25]=[CH:26][C:21]([C:18](=[O:20])[CH3:19])=[CH:22][C:23]=1[C:2]1[N:3]=[CH:4][N:5]([C:7]2[CH:12]=[CH:11][C:10]([O:13][C:14]([F:17])([F:16])[F:15])=[CH:9][CH:8]=2)[CH:6]=1. The catalyst is C1C=CC([P]([Pd]([P](C2C=CC=CC=2)(C2C=CC=CC=2)C2C=CC=CC=2)([P](C2C=CC=CC=2)(C2C=CC=CC=2)C2C=CC=CC=2)[P](C2C=CC=CC=2)(C2C=CC=CC=2)C2C=CC=CC=2)(C2C=CC=CC=2)C2C=CC=CC=2)=CC=1.O1CCOCC1. The yield is 0.880. The reactants are Br[C:2]1[N:3]=[CH:4][N:5]([C:7]2[CH:12]=[CH:11][C:10]([O:13][C:14]([F:17])([F:16])[F:15])=[CH:9][CH:8]=2)[CH:6]=1.[C:18]([C:21]1[CH:22]=[CH:23][C:24]([F:30])=[C:25](B(O)O)[CH:26]=1)(=[O:20])[CH3:19].C(=O)([O-])[O-].[K+].[K+]. (5) The reactants are S(Cl)([Cl:3])=O.O[CH2:6][CH2:7][O:8][C:9]1[CH:10]=[N:11][CH:12]=[CH:13][CH:14]=1. The catalyst is ClC(Cl)Cl. The product is [ClH:3].[Cl:3][CH2:6][CH2:7][O:8][C:9]1[CH:10]=[N:11][CH:12]=[CH:13][CH:14]=1. The yield is 0.190. (6) The reactants are [Br:1][C:2]1[C:8]([F:9])=[CH:7][C:5]([NH2:6])=[C:4](I)[CH:3]=1.[CH3:11][Si:12]([C:15]#[CH:16])([CH3:14])[CH3:13]. The catalyst is CCN(CC)CC.Cl[Pd](Cl)([P](C1C=CC=CC=1)(C1C=CC=CC=1)C1C=CC=CC=1)[P](C1C=CC=CC=1)(C1C=CC=CC=1)C1C=CC=CC=1.[Cu]I. The product is [Br:1][C:2]1[C:8]([F:9])=[CH:7][C:5]([NH2:6])=[C:4]([C:16]#[C:15][Si:12]([CH3:14])([CH3:13])[CH3:11])[CH:3]=1. The yield is 0.700. (7) The reactants are [Br:1][C:2]1[CH:7]=[CH:6][C:5]([OH:8])=[CH:4][C:3]=1[CH2:9][N:10]([CH3:12])[CH3:11].[CH2:13](Br)[C:14]1[CH:19]=[CH:18][CH:17]=[CH:16][CH:15]=1.C(=O)([O-])[O-].[K+].[K+]. The catalyst is CN(C=O)C. The product is [CH2:13]([O:8][C:5]1[CH:6]=[CH:7][C:2]([Br:1])=[C:3]([CH2:9][N:10]([CH3:12])[CH3:11])[CH:4]=1)[C:14]1[CH:19]=[CH:18][CH:17]=[CH:16][CH:15]=1. The yield is 0.980. (8) The reactants are [NH3:1].[F:2][C:3]([F:15])([F:14])[C:4]1[CH:9]=[C:8](Cl)[C:7]([N+:11]([O-:13])=[O:12])=[CH:6][N:5]=1. The catalyst is C1COCC1. The product is [N+:11]([C:7]1[C:8]([NH2:1])=[CH:9][C:4]([C:3]([F:15])([F:14])[F:2])=[N:5][CH:6]=1)([O-:13])=[O:12]. The yield is 0.960. (9) The reactants are C[O:2][C:3](=[O:34])[C@H:4]([CH2:16][C:17]1[CH:22]=[CH:21][C:20]([NH:23][C:24]([C:26]2[C:31]([Cl:32])=[CH:30][CH:29]=[CH:28][C:27]=2[Cl:33])=[O:25])=[CH:19][CH:18]=1)[NH:5][C:6]([C:8]1[C:13]([CH3:14])=[CH:12][CH:11]=[CH:10][C:9]=1[Cl:15])=[S:7].[OH-].[Na+]. The catalyst is C(O)C. The product is [Cl:15][C:9]1[CH:10]=[CH:11][CH:12]=[C:13]([CH3:14])[C:8]=1[C:6](=[S:7])[NH:5][C@H:4]([C:3]([OH:34])=[O:2])[CH2:16][C:17]1[CH:18]=[CH:19][C:20]([NH:23][C:24]([C:26]2[C:27]([Cl:33])=[CH:28][CH:29]=[CH:30][C:31]=2[Cl:32])=[O:25])=[CH:21][CH:22]=1. The yield is 0.960.